From a dataset of Catalyst prediction with 721,799 reactions and 888 catalyst types from USPTO. Predict which catalyst facilitates the given reaction. (1) Reactant: FC(F)(F)C(O)=O.[CH2:8]([O:12][C:13]1[N:21]=[C:20]2[C:16]([NH:17][C:18]([O:22][CH3:23])=[N:19]2)=[C:15]([NH2:24])[N:14]=1)[CH2:9][CH2:10][CH3:11].C(=O)([O-])[O-].[K+].[K+].[OH:31][CH2:32][C:33]1[CH:40]=[CH:39][C:36]([CH2:37]Cl)=[CH:35][CH:34]=1. Product: [CH2:8]([O:12][C:13]1[N:21]=[C:20]2[C:16]([N:17]=[C:18]([O:22][CH3:23])[N:19]2[CH2:37][C:36]2[CH:39]=[CH:40][C:33]([CH2:32][OH:31])=[CH:34][CH:35]=2)=[C:15]([NH2:24])[N:14]=1)[CH2:9][CH2:10][CH3:11]. The catalyst class is: 3. (2) Reactant: FC(F)(F)C(O)=O.[CH2:8]([O:15][C:16]([N:18]([CH2:28][CH2:29][C:30]1[CH:35]=[CH:34][CH:33]=[C:32]([F:36])[CH:31]=1)[CH2:19][CH2:20][C:21]([O:23]C(C)(C)C)=[O:22])=[O:17])[C:9]1[CH:14]=[CH:13][CH:12]=[CH:11][CH:10]=1. Product: [CH2:8]([O:15][C:16]([N:18]([CH2:28][CH2:29][C:30]1[CH:35]=[CH:34][CH:33]=[C:32]([F:36])[CH:31]=1)[CH2:19][CH2:20][C:21]([OH:23])=[O:22])=[O:17])[C:9]1[CH:10]=[CH:11][CH:12]=[CH:13][CH:14]=1. The catalyst class is: 4. (3) Reactant: [CH3:1][O:2][C:3]1[CH:15]=[CH:14][C:6]([NH:7][C:8]2[CH:13]=[CH:12][CH:11]=[CH:10][N:9]=2)=[C:5]([NH2:16])[CH:4]=1.[O:17]1[CH:21]=[CH:20][C:19](/[CH:22]=[CH:23]/[C:24](Cl)=O)=[CH:18]1.N1C=CC=CC=1N1C2C=CC=CC=2N=C1/C=C/C1C=CC=CC=1.[C:50]([OH:55])(=[O:54])[C:51]([OH:53])=[O:52]. Product: [C:50]([OH:55])(=[O:54])[C:51]([OH:53])=[O:52].[O:17]1[CH:21]=[CH:20][C:19](/[CH:22]=[CH:23]/[C:24]2[N:7]([C:8]3[CH:13]=[CH:12][CH:11]=[CH:10][N:9]=3)[C:6]3[CH:14]=[CH:15][C:3]([O:2][CH3:1])=[CH:4][C:5]=3[N:16]=2)=[CH:18]1. The catalyst class is: 13. (4) Reactant: [OH:1][C:2]1[CH:3]=[C:4]([CH:12]=[O:13])[C:5]2[C:10]([CH:11]=1)=[CH:9][CH:8]=[CH:7][CH:6]=2.[CH3:14][N:15]([CH3:19])[C:16](Cl)=[O:17].[Cl-].[NH4+]. Product: [CH3:14][N:15]([CH3:19])[C:16](=[O:17])[O:1][C:2]1[CH:3]=[C:4]([CH:12]=[O:13])[C:5]2[C:10](=[CH:9][CH:8]=[CH:7][CH:6]=2)[CH:11]=1. The catalyst class is: 17. (5) Reactant: [N:1]1[CH:6]=[CH:5][CH:4]=[CH:3][C:2]=1[P:7](C1C=CC=CN=1)[C:8]1[CH:13]=[CH:12][CH:11]=[CH:10][N:9]=1.[Li]. Product: [N:1]1[CH:6]=[CH:5][CH:4]=[CH:3][C:2]=1[PH:7][C:8]1[CH:13]=[CH:12][CH:11]=[CH:10][N:9]=1. The catalyst class is: 1. (6) Reactant: [CH2:1]([N:8]1[CH2:13][CH2:12][CH:11]([C:14]([C:16]2[CH:21]=[CH:20][C:19]([C:22]([F:25])([F:24])[F:23])=[CH:18][C:17]=2F)=O)[CH2:10][CH2:9]1)[C:2]1[CH:7]=[CH:6][CH:5]=[CH:4][CH:3]=1.[CH3:27][NH:28][NH2:29].C([O-])(O)=O.[Na+]. Product: [CH2:1]([N:8]1[CH2:13][CH2:12][CH:11]([C:14]2[C:16]3[C:17](=[CH:18][C:19]([C:22]([F:25])([F:24])[F:23])=[CH:20][CH:21]=3)[N:28]([CH3:27])[N:29]=2)[CH2:10][CH2:9]1)[C:2]1[CH:7]=[CH:6][CH:5]=[CH:4][CH:3]=1. The catalyst class is: 51. (7) Reactant: C1(O[C:8](=[O:24])[NH:9][C:10]2[CH:15]=[C:14]([C:16]([F:19])([F:18])[F:17])[CH:13]=[C:12]([C:20]([F:23])([F:22])[F:21])[CH:11]=2)C=CC=CC=1.[CH3:25][O:26][C:27](=[O:51])[CH2:28][CH2:29][NH:30][C:31](=[O:50])[C:32]1[CH:37]=[CH:36][C:35]([CH2:38][NH:39][CH:40]2[CH2:45][CH2:44][CH:43]([C:46]([CH3:49])([CH3:48])[CH3:47])[CH2:42][CH2:41]2)=[CH:34][CH:33]=1.FC(F)(F)C([O-])=O.C(N(CC)CC)C. Product: [CH3:25][O:26][C:27](=[O:51])[CH2:28][CH2:29][NH:30][C:31](=[O:50])[C:32]1[CH:37]=[CH:36][C:35]([CH2:38][N:39]([CH:40]2[CH2:41][CH2:42][CH:43]([C:46]([CH3:47])([CH3:48])[CH3:49])[CH2:44][CH2:45]2)[C:8]([NH:9][C:10]2[CH:15]=[C:14]([C:16]([F:18])([F:19])[F:17])[CH:13]=[C:12]([C:20]([F:23])([F:21])[F:22])[CH:11]=2)=[O:24])=[CH:34][CH:33]=1. The catalyst class is: 426. (8) Reactant: O[C@@H:2]1[CH2:7][CH2:6][N:5]([C:8]([O:10][C:11]([CH3:14])([CH3:13])[CH3:12])=[O:9])[C@@H:4]([CH3:15])[CH2:3]1.CCN(S(F)(F)[F:22])CC. Product: [F:22][C@H:2]1[CH2:7][CH2:6][N:5]([C:8]([O:10][C:11]([CH3:14])([CH3:13])[CH3:12])=[O:9])[C@@H:4]([CH3:15])[CH2:3]1. The catalyst class is: 2. (9) Reactant: [CH3:1][C:2]1([CH3:11])[C:6]2([CH3:10])[CH:7]([OH:9])[CH2:8][CH:3]1[CH2:4][CH2:5]2.[O-]Cl.[Na+]. Product: [C:6]12([CH3:10])[C:2]([CH3:11])([CH3:1])[CH:3]([CH2:4][CH2:5]1)[CH2:8][C:7]2=[O:9]. The catalyst class is: 15. (10) Reactant: [N+:1]([C:4]1[CH:14]=[CH:13][C:7]([O:8][CH2:9][CH2:10][CH2:11]Cl)=[CH:6][CH:5]=1)([O-:3])=[O:2].C(=O)([O-])[O-].[K+].[K+].C(#N)C.Cl.[CH3:25][NH:26][CH3:27]. Product: [CH3:25][N:26]([CH2:11][CH2:10][CH2:9][O:8][C:7]1[CH:13]=[CH:14][C:4]([N+:1]([O-:3])=[O:2])=[CH:5][CH:6]=1)[CH3:27]. The catalyst class is: 46.